Dataset: Catalyst prediction with 721,799 reactions and 888 catalyst types from USPTO. Task: Predict which catalyst facilitates the given reaction. (1) Reactant: [Br:1][C:2]1[CH:3]=[CH:4][C:5]([C:9]2[N:13]([C:14]3[CH:19]=[CH:18][CH:17]=[CH:16][CH:15]=3)[C:12]3[CH:20]=[CH:21][CH:22]=[CH:23][C:11]=3[N:10]=2)=[C:6]([OH:8])[CH:7]=1.C(=O)([O-])[O-].[K+].[K+].[CH2:30](Br)[C:31]1[CH:36]=[CH:35][CH:34]=[CH:33][CH:32]=1.CC(C)=O. Product: [CH2:30]([O:8][C:6]1[CH:7]=[C:2]([Br:1])[CH:3]=[CH:4][C:5]=1[C:9]1[N:13]([C:14]2[CH:19]=[CH:18][CH:17]=[CH:16][CH:15]=2)[C:12]2[CH:20]=[CH:21][CH:22]=[CH:23][C:11]=2[N:10]=1)[C:31]1[CH:36]=[CH:35][CH:34]=[CH:33][CH:32]=1. The catalyst class is: 2. (2) Reactant: C([O:8][C:9]1[N:14]=[C:13]([CH3:15])[C:12]([C:16]2[CH:17]=[C:18]3[C:23](=[CH:24][CH:25]=2)[N:22]=[C:21]([NH:26][CH:27]([CH2:29][CH2:30][CH2:31][N:32]([CH2:35][CH3:36])[CH2:33][CH3:34])[CH3:28])[N:20]=[CH:19]3)=[CH:11][CH:10]=1)C1C=CC=CC=1. Product: [CH2:35]([N:32]([CH2:33][CH3:34])[CH2:31][CH2:30][CH2:29][CH:27]([NH:26][C:21]1[N:20]=[CH:19][C:18]2[C:23](=[CH:24][CH:25]=[C:16]([C:12]3[CH:11]=[CH:10][C:9](=[O:8])[NH:14][C:13]=3[CH3:15])[CH:17]=2)[N:22]=1)[CH3:28])[CH3:36]. The catalyst class is: 29. (3) Reactant: [C:1]([O:6][CH3:7])(=[O:5])[CH:2]([CH3:4])[CH3:3].C([N-]C(C)C)(C)C.[Li+].C(=O)=O.CC(C)=O.[Cl:23][C:24]1[CH:31]=[CH:30][C:27]([CH2:28]Br)=[CH:26][CH:25]=1. Product: [CH3:7][O:6][C:1](=[O:5])[C:2]([CH3:4])([CH3:3])[CH2:28][C:27]1[CH:30]=[CH:31][C:24]([Cl:23])=[CH:25][CH:26]=1. The catalyst class is: 1. (4) Reactant: [CH2:1]([NH:8][CH2:9][C:10]1[CH:15]=[CH:14][CH:13]=[CH:12][CH:11]=1)[C:2]1[CH:7]=[CH:6][CH:5]=[CH:4][CH:3]=1.[C:16](Cl)(=[O:22])/[CH:17]=[CH:18]/[C:19](Cl)=[O:20]. Product: [CH2:9]([N:8]([CH2:1][C:2]1[CH:7]=[CH:6][CH:5]=[CH:4][CH:3]=1)[C:16](=[O:22])/[CH:17]=[CH:18]/[C:19]([N:8]([CH2:1][C:2]1[CH:7]=[CH:6][CH:5]=[CH:4][CH:3]=1)[CH2:9][C:10]1[CH:15]=[CH:14][CH:13]=[CH:12][CH:11]=1)=[O:20])[C:10]1[CH:15]=[CH:14][CH:13]=[CH:12][CH:11]=1. The catalyst class is: 2.